This data is from TCR-epitope binding with 47,182 pairs between 192 epitopes and 23,139 TCRs. The task is: Binary Classification. Given a T-cell receptor sequence (or CDR3 region) and an epitope sequence, predict whether binding occurs between them. (1) The TCR CDR3 sequence is CASSRAGGPNEQYF. The epitope is PKYVKQNTLKLAT. Result: 0 (the TCR does not bind to the epitope). (2) The epitope is LPPAYTNSF. The TCR CDR3 sequence is CASSLSYDLNNEQFF. Result: 1 (the TCR binds to the epitope). (3) The epitope is KLPDDFTGCV. The TCR CDR3 sequence is CATSDFIENIQYF. Result: 1 (the TCR binds to the epitope).